From a dataset of Full USPTO retrosynthesis dataset with 1.9M reactions from patents (1976-2016). Predict the reactants needed to synthesize the given product. (1) Given the product [CH:14]1([N:12]2[CH:13]=[C:9]([O:8][C:6]3[CH:5]=[CH:4][N:3]=[C:2]([NH:23][C:24]4[CH:31]=[CH:30][C:27]([C:28]#[N:29])=[CH:26][CH:25]=4)[CH:7]=3)[C:10]([CH:17]3[CH2:22][CH2:21][O:20][CH2:19][CH2:18]3)=[N:11]2)[CH2:16][CH2:15]1, predict the reactants needed to synthesize it. The reactants are: Cl[C:2]1[CH:7]=[C:6]([O:8][C:9]2[C:10]([CH:17]3[CH2:22][CH2:21][O:20][CH2:19][CH2:18]3)=[N:11][N:12]([CH:14]3[CH2:16][CH2:15]3)[CH:13]=2)[CH:5]=[CH:4][N:3]=1.[NH2:23][C:24]1[CH:31]=[CH:30][C:27]([C:28]#[N:29])=[CH:26][CH:25]=1.C(=O)([O-])[O-].[Cs+].[Cs+].C1(P(C2C=CC=CC=2)C2C3OC4C(=CC=CC=4P(C4C=CC=CC=4)C4C=CC=CC=4)C(C)(C)C=3C=CC=2)C=CC=CC=1. (2) Given the product [F:21][C:2]([F:1])([F:20])[C:3](=[O:6])[CH2:7][C:8]1([C:11]2[CH:16]=[C:15]([F:17])[CH:14]=[CH:13][C:12]=2[O:18][CH3:19])[CH2:9][CH2:10]1, predict the reactants needed to synthesize it. The reactants are: [F:1][C:2]([F:21])([F:20])[C:3]([CH2:7][C:8]1([C:11]2[CH:16]=[C:15]([F:17])[CH:14]=[CH:13][C:12]=2[O:18][CH3:19])[CH2:10][CH2:9]1)([OH:6])CO.I([O-])(=O)(=O)=O.[Na+].